From a dataset of Reaction yield outcomes from USPTO patents with 853,638 reactions. Predict the reaction yield, written as a fraction of the theoretical maximum amount of product (1.0 means a 100% yield; for example, 0.34 means a 34% yield). (1) The reactants are Br[C:2]1[CH:7]=[CH:6][N:5]=[CH:4][C:3]=1[N:8]([CH3:25])[C:9](=[O:24])[C:10]1[CH:15]=[C:14]([C:16]([F:19])([F:18])[F:17])[CH:13]=[C:12]([C:20]([F:23])([F:22])[F:21])[CH:11]=1.[F:26][C:27]1[CH:32]=[CH:31][CH:30]=[CH:29][C:28]=1B(O)O.C([O-])([O-])=O.[K+].[K+]. The catalyst is O.C1C=CC([P]([Pd]([P](C2C=CC=CC=2)(C2C=CC=CC=2)C2C=CC=CC=2)([P](C2C=CC=CC=2)(C2C=CC=CC=2)C2C=CC=CC=2)[P](C2C=CC=CC=2)(C2C=CC=CC=2)C2C=CC=CC=2)(C2C=CC=CC=2)C2C=CC=CC=2)=CC=1. The product is [F:26][C:27]1[CH:32]=[CH:31][CH:30]=[CH:29][C:28]=1[C:2]1[CH:7]=[CH:6][N:5]=[CH:4][C:3]=1[N:8]([CH3:25])[C:9](=[O:24])[C:10]1[CH:15]=[C:14]([C:16]([F:19])([F:18])[F:17])[CH:13]=[C:12]([C:20]([F:23])([F:22])[F:21])[CH:11]=1. The yield is 0.690. (2) The reactants are [CH3:1][O:2][C:3]([C:5]1[CH:27]=[C:8]2[NH:9][C:10]([C:20]3[CH:25]=[CH:24][C:23](Br)=[CH:22][CH:21]=3)=[C:11]([CH:14]3[CH2:19][CH2:18][CH2:17][CH2:16][CH2:15]3)[C:12](=[O:13])[N:7]2[N:6]=1)=[O:4].[CH3:28][C:29]1(B(O)O)[CH:33]=[C:32]([CH3:34])[O:31][NH:30]1.P([O-])([O-])([O-])=O.[K+].[K+].[K+]. The catalyst is [Pd].O1CCOCC1.ClCCl. The product is [CH3:1][O:2][C:3]([C:5]1[CH:27]=[C:8]2[NH:9][C:10]([C:20]3[CH:25]=[CH:24][C:23]([C:33]4[C:29]([CH3:28])=[N:30][O:31][C:32]=4[CH3:34])=[CH:22][CH:21]=3)=[C:11]([CH:14]3[CH2:19][CH2:18][CH2:17][CH2:16][CH2:15]3)[C:12](=[O:13])[N:7]2[N:6]=1)=[O:4]. The yield is 0.370. (3) The reactants are [NH2:1][C:2]1[CH:3]=[C:4]([CH:8]=[CH:9][CH:10]=1)[C:5]([OH:7])=[O:6].C(N(C(C)C)C(C)C)C.[C:20]([NH:37][CH2:38][C:39](Cl)=[O:40])([O:22][CH2:23][CH:24]1[C:36]2[C:31](=[CH:32][CH:33]=[CH:34][CH:35]=2)[C:30]2[C:25]1=[CH:26][CH:27]=[CH:28][CH:29]=2)=[O:21].Cl. The catalyst is C1COCC1.C(Cl)Cl. The product is [CH:26]1[C:25]2[CH:24]([CH2:23][O:22][C:20]([NH:37][CH2:38][C:39]([NH:1][C:2]3[CH:3]=[C:4]([CH:8]=[CH:9][CH:10]=3)[C:5]([OH:7])=[O:6])=[O:40])=[O:21])[C:36]3[C:31](=[CH:32][CH:33]=[CH:34][CH:35]=3)[C:30]=2[CH:29]=[CH:28][CH:27]=1. The yield is 0.430. (4) The reactants are C([O:3][C:4]([C:6]1[C:15](=[O:16])[C:14]2[C:9](=[CH:10][CH:11]=[CH:12][C:13]=2[O:17][CH3:18])[NH:8][CH:7]=1)=[O:5])C. The catalyst is [OH-].[Na+]. The product is [CH3:18][O:17][C:13]1[CH:12]=[CH:11][CH:10]=[C:9]2[C:14]=1[C:15](=[O:16])[C:6]([C:4]([OH:5])=[O:3])=[CH:7][NH:8]2. The yield is 0.520. (5) The reactants are [CH2:1]([N:3]([CH2:52][CH3:53])[CH2:4][CH2:5][O:6][C:7]1[C:12]([C:13]2[CH:14]=[N:15][C:16]([NH:28][C:29]([NH:31][CH2:32][CH3:33])=[O:30])=[CH:17][C:18]=2[C:19]2[S:20][CH:21]=[C:22]([C:24]([F:27])([F:26])[F:25])[N:23]=2)=[CH:11][C:10]([C:34]([NH:36][NH:37][C:38](=[O:51])[C@@H:39]([NH:43][C:44](=[O:50])[O:45][C:46]([CH3:49])([CH3:48])[CH3:47])[CH:40]([CH3:42])[CH3:41])=O)=[CH:9][N:8]=1)[CH3:2].C1(P(C2C=CC=CC=2)C2C=CC=CC=2)C=CC=CC=1.C(Cl)(Cl)(Cl)Cl. The catalyst is O1CCCC1. The product is [CH2:1]([N:3]([CH2:52][CH3:53])[CH2:4][CH2:5][O:6][C:7]1[C:12]([C:13]2[CH:14]=[N:15][C:16]([NH:28][C:29]([NH:31][CH2:32][CH3:33])=[O:30])=[CH:17][C:18]=2[C:19]2[S:20][CH:21]=[C:22]([C:24]([F:25])([F:27])[F:26])[N:23]=2)=[CH:11][C:10]([C:34]2[O:51][C:38]([C@@H:39]([NH:43][C:44](=[O:50])[O:45][C:46]([CH3:47])([CH3:48])[CH3:49])[CH:40]([CH3:42])[CH3:41])=[N:37][N:36]=2)=[CH:9][N:8]=1)[CH3:2]. The yield is 0.800.